From a dataset of Forward reaction prediction with 1.9M reactions from USPTO patents (1976-2016). Predict the product of the given reaction. (1) Given the reactants [CH2:1]([O:8][CH2:9][CH2:10][OH:11])[C:2]1[CH:7]=[CH:6][CH:5]=[CH:4][CH:3]=1.[H-].[Na+].F[C:15]1[CH:24]=[C:23]2[C:18]([C:19](=[O:31])[NH:20][C:21]([C:25]3[CH:30]=[CH:29][N:28]=[CH:27][CH:26]=3)=[N:22]2)=[C:17]([O:32][CH3:33])[CH:16]=1.O, predict the reaction product. The product is: [CH2:1]([O:8][CH2:9][CH2:10][O:11][C:15]1[CH:24]=[C:23]2[C:18]([C:19](=[O:31])[NH:20][C:21]([C:25]3[CH:30]=[CH:29][N:28]=[CH:27][CH:26]=3)=[N:22]2)=[C:17]([O:32][CH3:33])[CH:16]=1)[C:2]1[CH:7]=[CH:6][CH:5]=[CH:4][CH:3]=1. (2) Given the reactants [Br:1][C:2]1[CH:3]=[CH:4][C:5]([Cl:10])=[C:6]([NH:8][NH2:9])[CH:7]=1.Cl[C:12]([O:14][CH3:15])=[O:13].CCN(CC)CC, predict the reaction product. The product is: [Br:1][C:2]1[CH:3]=[CH:4][C:5]([Cl:10])=[C:6]([CH:7]=1)[NH:8][NH:9][C:12](=[O:13])[O:14][CH3:15].